This data is from Reaction yield outcomes from USPTO patents with 853,638 reactions. The task is: Predict the reaction yield, written as a fraction of the theoretical maximum amount of product (1.0 means a 100% yield; for example, 0.34 means a 34% yield). (1) The reactants are [CH3:1][C@:2]1([C:16]([O:18][C:19]([CH3:22])([CH3:21])[CH3:20])=[O:17])[CH2:6][C:5](=[O:7])[N:4]([C@@H:8]([C:10]2[CH:15]=[CH:14][CH:13]=[CH:12][CH:11]=2)[CH3:9])[CH2:3]1.P(OCC)(OCC)[O:24]CC.C[Si]([N-][Si](C)(C)C)(C)C.[Li+]. The catalyst is O1CCCC1. The product is [OH:24][CH:6]1[C:5](=[O:7])[N:4]([C@@H:8]([C:10]2[CH:15]=[CH:14][CH:13]=[CH:12][CH:11]=2)[CH3:9])[CH2:3][C@@:2]1([CH3:1])[C:16]([O:18][C:19]([CH3:21])([CH3:20])[CH3:22])=[O:17]. The yield is 0.913. (2) The reactants are [CH2:1]([C@H:8]([NH:21][C:22]([C@@H:24]([NH:34][C:35]([C:37]1([NH:40][C:41]([CH:43]2[CH2:51][C:50]3[C:45](=[CH:46][CH:47]=[CH:48][CH:49]=3)[CH2:44]2)=[O:42])[CH2:39][CH2:38]1)=[O:36])[CH2:25][C:26]1[CH:31]=[CH:30][C:29]([O:32][CH3:33])=[CH:28][CH:27]=1)=[O:23])[CH:9]([C:11](=[O:20])[NH:12][CH2:13][C:14]1[CH:19]=[CH:18][CH:17]=[CH:16][CH:15]=1)[OH:10])[C:2]1[CH:7]=[CH:6][CH:5]=[CH:4][CH:3]=1.CC(OI1(OC(C)=O)(OC(C)=O)OC(=O)C2C=CC=CC1=2)=O. The catalyst is ClCCl. The product is [CH2:1]([C@H:8]([NH:21][C:22]([C@@H:24]([NH:34][C:35]([C:37]1([NH:40][C:41]([CH:43]2[CH2:44][C:45]3[C:50](=[CH:49][CH:48]=[CH:47][CH:46]=3)[CH2:51]2)=[O:42])[CH2:38][CH2:39]1)=[O:36])[CH2:25][C:26]1[CH:27]=[CH:28][C:29]([O:32][CH3:33])=[CH:30][CH:31]=1)=[O:23])[C:9]([C:11](=[O:20])[NH:12][CH2:13][C:14]1[CH:15]=[CH:16][CH:17]=[CH:18][CH:19]=1)=[O:10])[C:2]1[CH:7]=[CH:6][CH:5]=[CH:4][CH:3]=1. The yield is 0.360.